Predict the reaction yield, written as a fraction of the theoretical maximum amount of product (1.0 means a 100% yield; for example, 0.34 means a 34% yield). From a dataset of Reaction yield outcomes from USPTO patents with 853,638 reactions. (1) The reactants are [Cl:1][C:2]1[CH:3]=[CH:4][C:5]([CH3:11])=[C:6](B(O)O)[CH:7]=1.C(=O)([O-])[O-].[Cs+].[Cs+].[C:18]1([CH3:27])[C:19]([C:24](Cl)=[O:25])=[CH:20][CH:21]=[CH:22][CH:23]=1. The catalyst is C1(C)C=CC=CC=1. The product is [Cl:1][C:2]1[CH:3]=[CH:4][C:5]([CH3:11])=[C:6]([C:24]([C:19]2[CH:20]=[CH:21][CH:22]=[CH:23][C:18]=2[CH3:27])=[O:25])[CH:7]=1. The yield is 0.750. (2) The yield is 0.930. The product is [CH:1]1([C:5]2[C:14]([C:15]3[NH:19][C:18]([CH2:20][CH3:21])=[N:17][N:16]=3)=[CH:13][C:8]([C:9]([OH:11])=[O:10])=[C:7]([CH2:22][CH3:23])[CH:6]=2)[CH2:2][CH2:3][CH2:4]1. The reactants are [CH:1]1([C:5]2[C:14]([C:15]3[NH:19][C:18]([CH2:20][CH3:21])=[N:17][N:16]=3)=[CH:13][C:8]([C:9]([O:11]C)=[O:10])=[C:7]([CH2:22][CH3:23])[CH:6]=2)[CH2:4][CH2:3][CH2:2]1.[OH-].[Na+]. The catalyst is CO.O. (3) The yield is 0.580. The catalyst is ClCCl. The reactants are CS(C)=O.C(Cl)(=O)C(Cl)=O.[OH:11][CH:12]([C:14]1[S:15][C:16]([C:26]2[CH:31]=[CH:30][N:29]=[C:28]([NH:32][C:33](=[O:36])[CH2:34][CH3:35])[CH:27]=2)=[C:17]([C:19]2[CH:24]=[CH:23][CH:22]=[C:21]([CH3:25])[CH:20]=2)[N:18]=1)[CH3:13].C(N(CC)CC)C.C(=O)([O-])O.[Na+]. The product is [C:12]([C:14]1[S:15][C:16]([C:26]2[CH:31]=[CH:30][N:29]=[C:28]([NH:32][C:33](=[O:36])[CH2:34][CH3:35])[CH:27]=2)=[C:17]([C:19]2[CH:24]=[CH:23][CH:22]=[C:21]([CH3:25])[CH:20]=2)[N:18]=1)(=[O:11])[CH3:13]. (4) The reactants are [F:1][C:2]1[C:10]([F:11])=[CH:9][C:8]([NH:12][CH3:13])=[C:7]2[C:3]=1[C:4]1[C:17](S(C)(=O)=O)=[N:16][C:15](S(C)(=O)=O)=[N:14][C:5]=1[NH:6]2.[OH:26][CH:27]([C:29]1[N:34]=[CH:33][C:32]([OH:35])=[CH:31][N:30]=1)[CH3:28].C(=O)([O-])[O-].[K+].[K+].Cl.Cl.[CH2:44]1[C:47]2([CH2:51][CH2:50][CH2:49][CH:48]2[NH2:52])[CH2:46][NH:45]1. The catalyst is CN1C(=O)CCC1. The product is [NH2:52][CH:48]1[CH2:49][CH2:50][CH2:51][C:47]21[CH2:46][N:45]([C:17]1[C:4]3[C:3]4[C:7](=[C:8]([NH:12][CH3:13])[CH:9]=[C:10]([F:11])[C:2]=4[F:1])[NH:6][C:5]=3[N:14]=[C:15]([O:35][C:32]3[CH:31]=[N:30][C:29]([CH:27]([OH:26])[CH3:28])=[N:34][CH:33]=3)[N:16]=1)[CH2:44]2. The yield is 0.290. (5) The reactants are [NH2:1][C:2]1[CH:10]=[CH:9][CH:8]=[C:7]2[C:3]=1[C:4](=[O:20])[N:5]([CH:12]1[CH2:17][CH2:16][C:15](=[O:18])[NH:14][C:13]1=[O:19])[C:6]2=[O:11].[Cl:21][C:22]1[CH:30]=[CH:29][C:25]([C:26](Cl)=[O:27])=[CH:24][CH:23]=1.CO. The catalyst is C1COCC1. The product is [Cl:21][C:22]1[CH:30]=[CH:29][C:25]([C:26]([NH:1][C:2]2[CH:10]=[CH:9][CH:8]=[C:7]3[C:3]=2[C:4](=[O:20])[N:5]([CH:12]2[CH2:17][CH2:16][C:15](=[O:18])[NH:14][C:13]2=[O:19])[C:6]3=[O:11])=[O:27])=[CH:24][CH:23]=1. The yield is 0.810. (6) The catalyst is N1C=CC=CC=1. The product is [CH:35]1([C@H:27]([NH:26][C:24]([C:15]2[CH:16]=[CH:17][C:18]([S:20]([CH3:23])(=[O:21])=[O:22])=[CH:19][C:14]=2[NH:13][C:11]([NH:10][C:3]2[C:2]([CH3:1])=[CH:7][C:6]([CH3:8])=[CH:5][C:4]=2[CH3:9])=[O:12])=[O:25])[C:28]([O:30][C:31]([CH3:34])([CH3:33])[CH3:32])=[O:29])[CH2:36][CH2:37][CH2:38][CH2:39][CH2:40]1. The yield is 0.660. The reactants are [CH3:1][C:2]1[CH:7]=[C:6]([CH3:8])[CH:5]=[C:4]([CH3:9])[C:3]=1[N:10]=[C:11]=[O:12].[NH2:13][C:14]1[CH:19]=[C:18]([S:20]([CH3:23])(=[O:22])=[O:21])[CH:17]=[CH:16][C:15]=1[C:24]([NH:26][C@@H:27]([CH:35]1[CH2:40][CH2:39][CH2:38][CH2:37][CH2:36]1)[C:28]([O:30][C:31]([CH3:34])([CH3:33])[CH3:32])=[O:29])=[O:25].CCCCCC.C(OCC)(=O)C.